This data is from Catalyst prediction with 721,799 reactions and 888 catalyst types from USPTO. The task is: Predict which catalyst facilitates the given reaction. Reactant: Cl.[F:2][C:3]1[CH:8]=[C:7]([F:9])[CH:6]=[CH:5][C:4]=1[NH:10]N.[CH3:12][CH:13]([C:22](=O)[CH3:23])[CH2:14][CH2:15][CH2:16][CH2:17][S:18]([OH:21])(=[O:20])=[O:19]. Product: [F:9][C:7]1[CH:6]=[C:5]2[C:4](=[C:3]([F:2])[CH:8]=1)[N:10]=[C:22]([CH3:23])[C:13]2([CH3:12])[CH2:14][CH2:15][CH2:16][CH2:17][S:18]([OH:21])(=[O:19])=[O:20]. The catalyst class is: 15.